This data is from Buchwald-Hartwig C-N cross coupling reaction yields with 55,370 reactions. The task is: Predict the reaction yield, written as a fraction of the theoretical maximum amount of product (1.0 means a 100% yield; for example, 0.34 means a 34% yield). (1) The reactants are FC(F)(F)c1ccc(Cl)cc1.Cc1ccc(N)cc1.O=S(=O)(O[Pd]1c2ccccc2-c2ccccc2N~1)C(F)(F)F.CC(C)c1cc(C(C)C)c(-c2ccccc2P(C2CCCCC2)C2CCCCC2)c(C(C)C)c1.CN1CCCN2CCCN=C12.c1ccc2nocc2c1. No catalyst specified. The product is Cc1ccc(Nc2ccc(C(F)(F)F)cc2)cc1. The yield is 0. (2) The reactants are COc1ccc(I)cc1.Cc1ccc(N)cc1.O=S(=O)(O[Pd]1c2ccccc2-c2ccccc2N~1)C(F)(F)F.CC(C)c1cc(C(C)C)c(-c2ccccc2P(C(C)(C)C)C(C)(C)C)c(C(C)C)c1.CN1CCCN2CCCN=C12.CCOC(=O)c1ccon1. No catalyst specified. The product is COc1ccc(Nc2ccc(C)cc2)cc1. The yield is 0.566.